From a dataset of Full USPTO retrosynthesis dataset with 1.9M reactions from patents (1976-2016). Predict the reactants needed to synthesize the given product. (1) The reactants are: C([O:8][N:9]1[C:14]2[N:15]=[CH:16][N:17]=[C:18]([CH3:19])[C:13]=2[C:12]([NH:20][CH2:21][C:22]2[CH:27]=[CH:26][CH:25]=[CH:24][C:23]=2[OH:28])=[CH:11][C:10]1=[O:29])C1C=CC=CC=1.CO.[H][H]. Given the product [OH:8][N:9]1[C:14]2[N:15]=[CH:16][N:17]=[C:18]([CH3:19])[C:13]=2[C:12]([NH:20][CH2:21][C:22]2[CH:27]=[CH:26][CH:25]=[CH:24][C:23]=2[OH:28])=[CH:11][C:10]1=[O:29], predict the reactants needed to synthesize it. (2) Given the product [ClH:7].[CH2:15]([O:14][C:12]1[CH:11]=[CH:10][N:9]=[C:8]([N:1]2[CH2:6][CH2:5][NH:4][CH2:3][CH2:2]2)[CH:13]=1)[CH3:16], predict the reactants needed to synthesize it. The reactants are: [NH:1]1[CH2:6][CH2:5][NH:4][CH2:3][CH2:2]1.[Cl:7][C:8]1[CH:13]=[C:12]([O:14][CH2:15][CH3:16])[CH:11]=[CH:10][N:9]=1. (3) The reactants are: C(C(C([O:10][C:11]([C:14]([O:17][C:18]([C:21]([O:24][C:25]([C:31]([O:34]C(C(C(F)(F)F)(F)F)=O)(F)[F:32])([C:27]([F:30])([F:29])[F:28])[F:26])([F:23])[F:22])([F:20])[F:19])([F:16])[F:15])(F)[F:12])=O)(F)F)(F)(F)F.[F-].[K+]. Given the product [F:12][C:11]([C:14]([O:17][C:18]([C:21]([O:24][C:25]([C:31]([F:32])=[O:34])([C:27]([F:28])([F:29])[F:30])[F:26])([F:22])[F:23])([F:20])[F:19])([F:16])[F:15])=[O:10], predict the reactants needed to synthesize it. (4) Given the product [CH2:1]([O:8][C:9]1[CH:18]=[C:17]2[C:12]([C:13]([O:29][C:26]3[CH:27]=[CH:28][C:23]([NH2:22])=[C:24]([Cl:30])[CH:25]=3)=[N:14][CH:15]=[N:16]2)=[CH:11][C:10]=1[O:20][CH3:21])[C:2]1[CH:7]=[CH:6][CH:5]=[CH:4][CH:3]=1, predict the reactants needed to synthesize it. The reactants are: [CH2:1]([O:8][C:9]1[CH:18]=[C:17]2[C:12]([C:13](Cl)=[N:14][CH:15]=[N:16]2)=[CH:11][C:10]=1[O:20][CH3:21])[C:2]1[CH:7]=[CH:6][CH:5]=[CH:4][CH:3]=1.[NH2:22][C:23]1[CH:28]=[CH:27][C:26]([OH:29])=[CH:25][C:24]=1[Cl:30].Cl.[OH-].[Na+].